This data is from Forward reaction prediction with 1.9M reactions from USPTO patents (1976-2016). The task is: Predict the product of the given reaction. Given the reactants [C:1]([O:5][C:6]([NH:8][CH:9]1[CH2:12][NH:11][CH2:10]1)=[O:7])([CH3:4])([CH3:3])[CH3:2].Br[C:14]1[S:15][C:16]([C:22]([O:24][CH2:25][CH3:26])=[O:23])=[C:17]([CH2:19][CH2:20][CH3:21])[N:18]=1.C(N(C(C)C)CC)(C)C, predict the reaction product. The product is: [C:1]([O:5][C:6]([NH:8][CH:9]1[CH2:10][N:11]([C:14]2[S:15][C:16]([C:22]([O:24][CH2:25][CH3:26])=[O:23])=[C:17]([CH2:19][CH2:20][CH3:21])[N:18]=2)[CH2:12]1)=[O:7])([CH3:4])([CH3:2])[CH3:3].